Dataset: Reaction yield outcomes from USPTO patents with 853,638 reactions. Task: Predict the reaction yield, written as a fraction of the theoretical maximum amount of product (1.0 means a 100% yield; for example, 0.34 means a 34% yield). (1) The reactants are C([O:3][C:4]([C:6]1[N:10]2[CH:11]=[C:12]([Cl:23])[N:13]([C:14]3[C:19]([CH3:20])=[CH:18][C:17]([CH3:21])=[CH:16][C:15]=3[CH3:22])[C:9]2=[N:8][C:7]=1[C:24]([F:27])([F:26])[F:25])=O)C.[H-].[Al+3].[Li+].[H-].[H-].[H-].CC(C)=O.[C@H](O)(C([O-])=O)[C@@H](O)C([O-])=O.[Na+].[K+]. The catalyst is O1CCCC1. The product is [Cl:23][C:12]1[N:13]([C:14]2[C:19]([CH3:20])=[CH:18][C:17]([CH3:21])=[CH:16][C:15]=2[CH3:22])[C:9]2[N:10]([CH:11]=1)[C:6]([CH2:4][OH:3])=[C:7]([C:24]([F:25])([F:26])[F:27])[N:8]=2. The yield is 0.900. (2) The reactants are [CH3:1][O:2][C:3]([C:5]1[C:10]([Br:11])=[CH:9][N:8]=[C:7](SC)[N:6]=1)=[O:4].ClC1C=CC=C(C(OO)=O)C=1.Cl.CN.C[CH2:29][N:30](C(C)C)C(C)C. The catalyst is C(Cl)Cl.C1COCC1. The product is [Br:11][C:10]1[C:5]([C:3]([O:2][CH3:1])=[O:4])=[N:6][C:7]([NH:30][CH3:29])=[N:8][CH:9]=1. The yield is 0.750. (3) The reactants are [C:1](Cl)(=[O:4])[CH:2]=[CH2:3].[NH2:6][C:7]1[C:8]([N:34]2[CH2:38][CH2:37][C@@H:36]([N:39]([CH3:41])[CH3:40])[CH2:35]2)=[CH:9][C:10]([O:32][CH3:33])=[C:11]([NH:13][C:14]2[N:19]=[C:18]([C:20]3[C:28]4[C:23](=[CH:24][CH:25]=[CH:26][CH:27]=4)[N:22]([CH3:29])[CH:21]=3)[C:17]([C:30]#[N:31])=[CH:16][N:15]=2)[CH:12]=1.CCN(C(C)C)C(C)C. The catalyst is C1COCC1.O.C(Cl)Cl.C(OCC)C. The product is [C:30]([C:17]1[C:18]([C:20]2[C:28]3[C:23](=[CH:24][CH:25]=[CH:26][CH:27]=3)[N:22]([CH3:29])[CH:21]=2)=[N:19][C:14]([NH:13][C:11]2[C:10]([O:32][CH3:33])=[CH:9][C:8]([N:34]3[CH2:38][CH2:37][C@@H:36]([N:39]([CH3:40])[CH3:41])[CH2:35]3)=[C:7]([NH:6][C:1](=[O:4])[CH:2]=[CH2:3])[CH:12]=2)=[N:15][CH:16]=1)#[N:31]. The yield is 0.460. (4) The reactants are N1C2C(=CC=CC=2)C(C2CCC(=O)CC2)=C1.[CH3:17][O:18][C:19]1[CH:24]=[CH:23][CH:22]=[CH:21][C:20]=1[N:25]1[CH2:30][CH2:29][N:28]([CH:31]2[CH2:40][CH2:39][C:34]3(OCC[O:35]3)[CH2:33][CH2:32]2)[CH2:27][CH2:26]1. No catalyst specified. The product is [CH3:17][O:18][C:19]1[CH:24]=[CH:23][CH:22]=[CH:21][C:20]=1[N:25]1[CH2:30][CH2:29][N:28]([CH:31]2[CH2:40][CH2:39][C:34](=[O:35])[CH2:33][CH2:32]2)[CH2:27][CH2:26]1. The yield is 0.930. (5) The reactants are [CH3:1][N:2]1[C:6]([CH2:7]O)=[N:5][C:4]([N:9]2[CH2:13][CH2:12][CH2:11][CH2:10]2)=[N:3]1.C(N(CC)CC)C.S(Cl)([Cl:23])=O. The catalyst is C(Cl)Cl. The product is [Cl:23][CH2:7][C:6]1[N:2]([CH3:1])[N:3]=[C:4]([N:9]2[CH2:13][CH2:12][CH2:11][CH2:10]2)[N:5]=1. The yield is 0.600.